From a dataset of Peptide-MHC class II binding affinity with 134,281 pairs from IEDB. Regression. Given a peptide amino acid sequence and an MHC pseudo amino acid sequence, predict their binding affinity value. This is MHC class II binding data. (1) The peptide sequence is LQLIRLAASLQHYGL. The MHC is DRB1_0404 with pseudo-sequence DRB1_0404. The binding affinity (normalized) is 0.973. (2) The peptide sequence is GELQIVEKIDAAFKI. The MHC is DRB3_0202 with pseudo-sequence DRB3_0202. The binding affinity (normalized) is 0.125. (3) The peptide sequence is TRYVLMDGSIIQFPN. The MHC is DRB1_0101 with pseudo-sequence DRB1_0101. The binding affinity (normalized) is 0.791. (4) The peptide sequence is EGKIILVAVHVASGYIE. The MHC is HLA-DQA10102-DQB10502 with pseudo-sequence HLA-DQA10102-DQB10502. The binding affinity (normalized) is 0.404. (5) The peptide sequence is WSEIQTLKPNLIGPF. The MHC is DRB3_0202 with pseudo-sequence DRB3_0202. The binding affinity (normalized) is 0.655. (6) The peptide sequence is AAFTSSSKAATAKAP. The MHC is HLA-DPA10301-DPB10402 with pseudo-sequence HLA-DPA10301-DPB10402. The binding affinity (normalized) is 0.420.